Dataset: Experimentally validated miRNA-target interactions with 360,000+ pairs, plus equal number of negative samples. Task: Binary Classification. Given a miRNA mature sequence and a target amino acid sequence, predict their likelihood of interaction. (1) The miRNA is hsa-miR-3688-5p with sequence AGUGGCAAAGUCUUUCCAUAU. The protein sequence of the target gene is MQAKNKDALQPIKEDRTGKAQDDAFWLQSLITDAFHDKGFQKIKEYFQQKESHFPQKYNRLLLYRLDRSINKELDKNEFQSVSLLLKCIQRFLVDGLKEDEPLLIRQGLIPKLVSWFERTTGILTSEGLASDTSLICVIEDFFDTALIISRSSSEGKIQMLDSFLLSLGFLVTEKTVNHLLQQEGLKTFNCILHAVPREERKKFPLSEGMCHLMKDLARTLLTVGDYDQQVAISEALCRLTIKKSRDELVHKWFDDEVIAEAFKEIKDREFETDSRRFLNHLNNRLGDQRRVYSFPCIAA.... Result: 0 (no interaction). (2) The miRNA is rno-miR-324-5p with sequence CGCAUCCCCUAGGGCAUUGGUGU. The protein sequence of the target gene is MAFRTICVLVGVFICSICVKGSSQPQARVYLTFDELRETKTSEYFSLSHHPLDYRILLMDEDQDRIYVGSKDHILSLNINNISQEALSVFWPASTIKVEECKMAGKDPTHGCGNFVRVIQTFNRTHLYVCGSGAFSPVCTYLNRGRRSEDQVFMIDSKCESGKGRCSFNPNVNTVSVMINEELFSGMYIDFMGTDAAIFRSLTKRNAVRTDQHNSKWLSEPMFVDAHVIPDGTDPNDAKVYFFFKEKLTDNNRSTKQIHSMIARICPNDTGGLRSLVNKWTTFLKARLVCSVTDEDGPET.... Result: 0 (no interaction). (3) The miRNA is rno-miR-15b-5p with sequence UAGCAGCACAUCAUGGUUUACA. Result: 0 (no interaction). The protein sequence of the target gene is MSASNVSLLHETSRQVAAGGSAGLVEICLMHPLDVVKTRFQVQRSVTDPQSYRTVRGSFQMIFRTEGLFGFYKGIIPPILAETPKRAVKFSTFELYKKFLGYMSLSPGLTFLIAGLGSGLTEAVVVNPFEVVKVGLQVNRNLFKEQPSTFAYARQIIKKEGLGFQGLNKGLTATLGRHGIFNMVYFGFYHNVKNIIPSSKDPTLEFLRKFGIGFVSGTMGSVFNIPFDVAKSRIQGPQPVPGEIKYRSCFKTMEMIYREEGILALYKGLVPKVMRLGPGGGVMLLVYEYTYAWLQENW. (4) Result: 0 (no interaction). The protein sequence of the target gene is MGLPALEFSDCCLDSPHFRETLKSHEAELDKTNKFIKELIKDGKSLISALKNLSSAKRKFADSLNEFKFQCIGDAETDDEMCIARSLQEFAAVLRNLEDERSRMIENASEVLITPLEKFRKEQIGAAREAKKKYDKETEKYCGTLEKHLNLSSKKKESQLQEADSQVDLVRQHFYEVSLEYVFKVQEVQERKMFEFVEPLLAFLQGLFTFYHHGYELAKDFGDFKTQLTISIQNTRNRFEGTRSEVESLMKKMKENPLEHKTISPYTMEGYLYVQEKRHFGTSWVKHYCTYQRDSKQITM.... The miRNA is mmu-miR-3099-3p with sequence UAGGCUAGAGAGAGGUUGGGGA.